From a dataset of Forward reaction prediction with 1.9M reactions from USPTO patents (1976-2016). Predict the product of the given reaction. (1) Given the reactants [C:1]([C:3]1[CH:4]=[C:5]2[C:9](=[CH:10][CH:11]=1)[N:8]([S:12]([C:15]1[CH:20]=[CH:19][C:18]([O:21][CH3:22])=[CH:17][C:16]=1[O:23][CH3:24])(=[O:14])=[O:13])[C:7](=[O:25])[C:6]2([NH:35][C:36](=O)[O:37]C1C=CC=CC=1)[C:26]1[C:27]([O:32][CH2:33][CH3:34])=[N:28][CH:29]=[CH:30][CH:31]=1)#[N:2].[NH:45]1[CH2:50][CH2:49][CH:48]([N:51]2[CH2:56][CH2:55][N:54]([C:57]([O:59][C:60]([CH3:63])([CH3:62])[CH3:61])=[O:58])[CH2:53][CH2:52]2)[CH2:47][CH2:46]1.C(Cl)Cl.CO.C(O)(C(F)(F)F)=O, predict the reaction product. The product is: [C:1]([C:3]1[CH:4]=[C:5]2[C:9](=[CH:10][CH:11]=1)[N:8]([S:12]([C:15]1[CH:20]=[CH:19][C:18]([O:21][CH3:22])=[CH:17][C:16]=1[O:23][CH3:24])(=[O:13])=[O:14])[C:7](=[O:25])[C:6]2([NH:35][C:36]([N:45]1[CH2:50][CH2:49][CH:48]([N:51]2[CH2:52][CH2:53][N:54]([C:57]([O:59][C:60]([CH3:63])([CH3:62])[CH3:61])=[O:58])[CH2:55][CH2:56]2)[CH2:47][CH2:46]1)=[O:37])[C:26]1[C:27]([O:32][CH2:33][CH3:34])=[N:28][CH:29]=[CH:30][CH:31]=1)#[N:2]. (2) Given the reactants [NH2:1][C:2]1[C:7]2[C:8]([CH2:11][O:12][C:13]3[CH:18]=[CH:17][C:16]([Br:19])=[CH:15][CH:14]=3)=[CH:9][S:10][C:6]=2[C:5]([C:20](O)=[O:21])=[CH:4][N:3]=1.O.ON1C2C=CC=CC=2N=N1.C(N=C=NC(C)C)(C)C.[N:43]1([CH2:48][CH2:49][CH2:50][CH2:51][NH2:52])[CH2:47][CH2:46][CH2:45][CH2:44]1, predict the reaction product. The product is: [N:43]1([CH2:48][CH2:49][CH2:50][CH2:51][NH:52][C:20]([C:5]2[C:6]3[S:10][CH:9]=[C:8]([CH2:11][O:12][C:13]4[CH:14]=[CH:15][C:16]([Br:19])=[CH:17][CH:18]=4)[C:7]=3[C:2]([NH2:1])=[N:3][CH:4]=2)=[O:21])[CH2:47][CH2:46][CH2:45][CH2:44]1. (3) Given the reactants [N+:1]([C:4]1[CH:5]=[N:6][NH:7][CH:8]=1)([O-:3])=[O:2].C(=O)([O-])[O-].[K+].[K+].Cl[CH2:16][C:17]1[CH:22]=[CH:21][C:20]([O:23][CH3:24])=[CH:19][CH:18]=1, predict the reaction product. The product is: [CH3:24][O:23][C:20]1[CH:21]=[CH:22][C:17]([CH2:16][N:6]2[CH:5]=[C:4]([N+:1]([O-:3])=[O:2])[CH:8]=[N:7]2)=[CH:18][CH:19]=1. (4) Given the reactants [CH3:1][N:2]1[CH2:7][CH2:6][C:5](=O)[CH2:4][CH2:3]1.Cl.[NH2:10][OH:11], predict the reaction product. The product is: [CH3:1][N:2]1[CH2:7][CH2:6][C:5](=[N:10][OH:11])[CH2:4][CH2:3]1. (5) Given the reactants [N:1]1([S:7]([CH2:10][CH2:11][C:12]2[CH:17]=[CH:16][C:15]([NH2:18])=[CH:14][CH:13]=2)(=[O:9])=[O:8])[CH2:6][CH2:5][O:4][CH2:3][CH2:2]1.[CH2:19]([O:21][C:22]([C:24]1[C:25](=[O:44])[C:26]2[CH:31]=[N:30][C:29](S(C)(=O)=O)=[N:28][C:27]=2[N:36]([CH:38]2[CH2:43][CH2:42][CH2:41][CH2:40][CH2:39]2)[CH:37]=1)=[O:23])[CH3:20], predict the reaction product. The product is: [CH2:19]([O:21][C:22]([C:24]1[C:25](=[O:44])[C:26]2[CH:31]=[N:30][C:29]([NH:18][C:15]3[CH:16]=[CH:17][C:12]([CH2:11][CH2:10][S:7]([N:1]4[CH2:2][CH2:3][O:4][CH2:5][CH2:6]4)(=[O:9])=[O:8])=[CH:13][CH:14]=3)=[N:28][C:27]=2[N:36]([CH:38]2[CH2:43][CH2:42][CH2:41][CH2:40][CH2:39]2)[CH:37]=1)=[O:23])[CH3:20]. (6) Given the reactants [C:1]([O:4][C:5]1[C:6]([C:15]([CH3:18])([CH3:17])[CH3:16])=[CH:7][C:8]([OH:14])=[C:9]([C:12]=1[CH3:13])[CH:10]=[O:11])(=[O:3])[CH3:2].[CH:19]([Mg]Br)([CH3:21])[CH3:20], predict the reaction product. The product is: [C:1]([O:4][C:5]1[C:6]([C:15]([CH3:18])([CH3:17])[CH3:16])=[CH:7][C:8]([OH:14])=[C:9]([CH:10]([OH:11])[CH:19]([CH3:21])[CH3:20])[C:12]=1[CH3:13])(=[O:3])[CH3:2].